This data is from Catalyst prediction with 721,799 reactions and 888 catalyst types from USPTO. The task is: Predict which catalyst facilitates the given reaction. (1) Reactant: [NH2:1][C:2]1[N:3]=[N:4][C:5]([I:8])=[CH:6][CH:7]=1.C([O:12][CH2:13][C:14](=O)[CH2:15]Cl)(=O)C.C(=O)([O-])O.[Na+]. Product: [I:8][C:5]1[CH:6]=[CH:7][C:2]2[N:3]([CH:15]=[C:14]([CH2:13][OH:12])[N:1]=2)[N:4]=1. The catalyst class is: 8. (2) Reactant: [Si]([C:5]1[S:6][CH:7]=[CH:8][N:9]=1)(C)(C)C.C([Li])CCC.[CH2:15]1[O:25][C:18]2([CH2:23][CH2:22][C:21](=[O:24])[CH2:20][CH2:19]2)[O:17][CH2:16]1.O. Product: [S:6]1[C:7]([C:21]2([OH:24])[CH2:22][CH2:23][C:18]3([O:25][CH2:15][CH2:16][O:17]3)[CH2:19][CH2:20]2)=[CH:8][N:9]=[CH:5]1. The catalyst class is: 49. (3) Reactant: C([O:4][C@@H:5]1[C@@H:10]([O:11]C(=O)C)[C@H:9]([O:15]C(=O)C)[C@@H:8]([CH2:19][O:20]C(=O)C)[O:7][C@H:6]1[O:24][C:25]1[C:29]([CH2:30][C:31]2[CH:36]=[CH:35][C:34]([O:37][CH2:38][CH2:39][CH2:40][NH2:41])=[CH:33][CH:32]=2)=[C:28]([CH:42]([CH3:44])[CH3:43])[NH:27][N:26]=1)(=O)C.C[O-].[Na+]. Product: [NH2:41][CH2:40][CH2:39][CH2:38][O:37][C:34]1[CH:33]=[CH:32][C:31]([CH2:30][C:29]2[C:25]([O:24][C@@H:6]3[O:7][C@H:8]([CH2:19][OH:20])[C@@H:9]([OH:15])[C@H:10]([OH:11])[C@H:5]3[OH:4])=[N:26][NH:27][C:28]=2[CH:42]([CH3:44])[CH3:43])=[CH:36][CH:35]=1. The catalyst class is: 5. (4) Reactant: [CH:1]([N:4]1[C:8]2[CH:9]=[CH:10][C:11]([N:13]3[CH:18]=[C:17]([C:19]([O:21]CC)=[O:20])[C:16](=[O:24])[N:15]([CH2:25][C:26]4[CH:31]=[CH:30][CH:29]=[C:28]([C:32]([F:35])([F:34])[F:33])[C:27]=4[CH3:36])[C:14]3=[O:37])=[CH:12][C:7]=2[N:6]=[CH:5]1)([CH3:3])[CH3:2].Cl.O. Product: [CH:1]([N:4]1[C:8]2[CH:9]=[CH:10][C:11]([N:13]3[CH:18]=[C:17]([C:19]([OH:21])=[O:20])[C:16](=[O:24])[N:15]([CH2:25][C:26]4[CH:31]=[CH:30][CH:29]=[C:28]([C:32]([F:34])([F:33])[F:35])[C:27]=4[CH3:36])[C:14]3=[O:37])=[CH:12][C:7]=2[N:6]=[CH:5]1)([CH3:3])[CH3:2]. The catalyst class is: 15. (5) Reactant: [C:1]([NH:4][C:5]([CH2:16][C:17]([C:19]1[CH:24]=[CH:23][C:22]([S:25][C:26]2[CH:31]=[CH:30][C:29]([C:32](=[O:35])[CH2:33]Cl)=[CH:28][CH:27]=2)=[CH:21][CH:20]=1)=[O:18])([C:11]([O:13][CH2:14][CH3:15])=[O:12])[C:6]([O:8][CH2:9][CH3:10])=[O:7])(=[O:3])[CH3:2].[C:36]([OH:41])(=[O:40])[CH2:37][CH2:38][CH3:39].CCN(CC)CC. Product: [C:1]([NH:4][C:5]([CH2:16][C:17]([C:19]1[CH:24]=[CH:23][C:22]([S:25][C:26]2[CH:31]=[CH:30][C:29]([C:32](=[O:35])[CH2:33][O:41][C:36](=[O:40])[CH2:37][CH2:38][CH3:39])=[CH:28][CH:27]=2)=[CH:21][CH:20]=1)=[O:18])([C:11]([O:13][CH2:14][CH3:15])=[O:12])[C:6]([O:8][CH2:9][CH3:10])=[O:7])(=[O:3])[CH3:2]. The catalyst class is: 23. (6) Reactant: [CH2:1]([P:3]([O-:9])[O:4][CH2:5][CH2:6][CH2:7][CH3:8])[CH3:2].[C:10]([OH:14])(=[O:13])[CH:11]=[CH2:12]. Product: [CH2:1]([P:3]([O:4][CH2:5][CH2:6][CH2:7][CH3:8])([CH2:12][CH2:11][C:10]([OH:14])=[O:13])=[O:9])[CH3:2]. The catalyst class is: 11. (7) Reactant: Br[C:2]1[CH:3]=[C:4]2[C:9](=[CH:10][C:11]=1[F:12])[O:8][CH:7]([C:13]([F:16])([F:15])[F:14])[C:6]([C:17]([O:19]CC)=[O:18])=[CH:5]2.[C:22](=O)([O-])[O-].[K+].[K+].CB1OB(C)OB(C)O1.C(OCC)(=O)C. Product: [CH3:22][C:2]1[CH:3]=[C:4]2[C:9](=[CH:10][C:11]=1[F:12])[O:8][CH:7]([C:13]([F:16])([F:15])[F:14])[C:6]([C:17]([OH:19])=[O:18])=[CH:5]2. The catalyst class is: 128. (8) Reactant: [H-].[Al+3].[Li+].[H-].[H-].[H-].[C:7]([C:9]1[CH:10]=[N:11][N:12]([CH2:34][C:35]([NH2:37])=O)[C:13]=1[NH:14][C:15]([C:28]1[CH:33]=[CH:32][CH:31]=[CH:30][CH:29]=1)([C:22]1[CH:27]=[CH:26][CH:25]=[CH:24][CH:23]=1)[C:16]1[CH:21]=[CH:20][CH:19]=[CH:18][CH:17]=1)#[N:8].[F-].[Na+].O. Product: [NH2:37][CH2:35][CH2:34][N:12]1[C:13]([NH:14][C:15]([C:22]2[CH:27]=[CH:26][CH:25]=[CH:24][CH:23]=2)([C:28]2[CH:29]=[CH:30][CH:31]=[CH:32][CH:33]=2)[C:16]2[CH:21]=[CH:20][CH:19]=[CH:18][CH:17]=2)=[C:9]([CH2:7][NH2:8])[CH:10]=[N:11]1. The catalyst class is: 7. (9) Reactant: N1[N:5]2[C:6](=[O:14])[C:7]3[N:8]([N:11]=[CH:12][CH:13]=3)[C:9](=O)[C:4]2=[CH:3][CH:2]=1.[S:15]1[C:19]2C=C(N)C=C[C:18]=2[N:17]=[CH:16]1.CN(C=O)C. Product: [S:15]1[C:2]2[CH:3]=[C:4]([NH:5][C:6]([C:7]3[CH:13]=[CH:12][NH:11][N:8]=3)=[O:14])[CH:9]=[CH:19][C:18]=2[N:17]=[CH:16]1. The catalyst class is: 850. (10) Reactant: [C:1]1([C:7]2[S:8][C:9]([NH2:17])=[C:10]([C:12]([O:14][CH2:15][CH3:16])=[O:13])[N:11]=2)[CH:6]=[CH:5][CH:4]=[CH:3][CH:2]=1.ClS([N:22]=[C:23]=[O:24])(=O)=O.C([O-])(O)=O.[Na+]. Product: [C:1]1([C:7]2[S:8][C:9]([NH:17][C:23]([NH2:22])=[O:24])=[C:10]([C:12]([O:14][CH2:15][CH3:16])=[O:13])[N:11]=2)[CH:2]=[CH:3][CH:4]=[CH:5][CH:6]=1. The catalyst class is: 4.